This data is from Peptide-MHC class I binding affinity with 185,985 pairs from IEDB/IMGT. The task is: Regression. Given a peptide amino acid sequence and an MHC pseudo amino acid sequence, predict their binding affinity value. This is MHC class I binding data. (1) The peptide sequence is SRPHRFPDLVT. The MHC is Mamu-A01 with pseudo-sequence Mamu-A01. The binding affinity (normalized) is 0. (2) The peptide sequence is ISEDMHTDK. The MHC is HLA-B08:01 with pseudo-sequence HLA-B08:01. The binding affinity (normalized) is 0.0847. (3) The peptide sequence is QMDCTHLEGKI. The MHC is Mamu-B17 with pseudo-sequence Mamu-B17. The binding affinity (normalized) is 0.180. (4) The peptide sequence is GLADQLIHL. The MHC is HLA-A02:01 with pseudo-sequence HLA-A02:01. The binding affinity (normalized) is 1.00. (5) The peptide sequence is VVRRRGRSPR. The MHC is Patr-A0401 with pseudo-sequence Patr-A0401. The binding affinity (normalized) is 0.229.